Dataset: Catalyst prediction with 721,799 reactions and 888 catalyst types from USPTO. Task: Predict which catalyst facilitates the given reaction. (1) Reactant: [F:1][C:2]1[CH:21]=[CH:20][CH:19]=[CH:18][C:3]=1[CH2:4][N:5]1[C:9]([C:10]2[S:11][CH:12]=[CH:13][N:14]=2)=[N:8][C:7]([C:15](=[NH:17])[NH2:16])=[N:6]1.[C:22]1([N:28]=[N:29][CH:30]([C:33]#[N:34])[C:31]#[N:32])[CH:27]=[CH:26][CH:25]=[CH:24][CH:23]=1. Product: [F:1][C:2]1[CH:21]=[CH:20][CH:19]=[CH:18][C:3]=1[CH2:4][N:5]1[C:9]([C:10]2[S:11][CH:12]=[CH:13][N:14]=2)=[N:8][C:7]([C:15]2[N:16]=[C:31]([NH2:32])[C:30]([N:29]=[N:28][C:22]3[CH:27]=[CH:26][CH:25]=[CH:24][CH:23]=3)=[C:33]([NH2:34])[N:17]=2)=[N:6]1. The catalyst class is: 8. (2) Reactant: [Cl:1][C:2]1[CH:7]=[CH:6][CH:5]=[C:4]([O:8][CH3:9])[C:3]=1/[CH:10]=[C:11]1/[C:12](=[O:18])[CH:13]2[CH2:17][CH:16]/1[CH2:15][CH2:14]2.OO.[Se](=O)=[O:22].CCCCC. Product: [Cl:1][C:2]1[CH:7]=[CH:6][CH:5]=[C:4]([O:8][CH3:9])[C:3]=1/[CH:10]=[C:11]1/[CH:16]2[CH2:17][CH:13]([C:12](=[O:18])[O:22]/1)[CH2:14][CH2:15]2. The catalyst class is: 218. (3) Product: [Cl:39][C:33]1[CH:34]=[CH:35][C:36]([F:38])=[CH:37][C:32]=1[CH:30]([O:29][C:27]([NH:26][C:25]1[CH:24]=[C:23]([F:40])[S:22][C:21]=1[C:18]1[CH:19]=[CH:20][C:15]([C:12]2[CH:13]=[CH:14][C:9]([C:6]3([C:4]([OH:5])=[O:3])[CH2:8][CH2:7]3)=[CH:10][CH:11]=2)=[C:16]([O:41][CH3:42])[CH:17]=1)=[O:28])[CH3:31]. The catalyst class is: 32. Reactant: C([O:3][C:4]([C:6]1([C:9]2[CH:14]=[CH:13][C:12]([C:15]3[CH:20]=[CH:19][C:18]([C:21]4[S:22][C:23]([F:40])=[CH:24][C:25]=4[NH:26][C:27]([O:29][CH:30]([C:32]4[CH:37]=[C:36]([F:38])[CH:35]=[CH:34][C:33]=4[Cl:39])[CH3:31])=[O:28])=[CH:17][C:16]=3[O:41][CH3:42])=[CH:11][CH:10]=2)[CH2:8][CH2:7]1)=[O:5])C.[OH-].[Na+].O1CCCC1.Cl. (4) Reactant: [NH2:1][C:2]1[CH:18]=[CH:17][C:5]([O:6][C:7]2[CH:16]=[CH:15][C:10]3[B:11]([OH:14])[O:12][CH2:13][C:9]=3[CH:8]=2)=[CH:4][CH:3]=1.CCN(CC)CC.[C:26](Cl)(=[O:28])[CH3:27]. Product: [OH:14][B:11]1[C:10]2[CH:15]=[CH:16][C:7]([O:6][C:5]3[CH:17]=[CH:18][C:2]([NH:1][C:26](=[O:28])[CH3:27])=[CH:3][CH:4]=3)=[CH:8][C:9]=2[CH2:13][O:12]1. The catalyst class is: 2. (5) Reactant: [C:1]([O:5][C:6]([N:8]1[CH:12]=[CH:11][CH:10]=[C:9]1[C:13]1[CH:21]=[CH:20][CH:19]=[C:18]2[C:14]=1[C:15](=[O:22])[NH:16][CH2:17]2)=[O:7])([CH3:4])([CH3:3])[CH3:2].[H-].[Na+].[CH3:25]I. Product: [C:1]([O:5][C:6]([N:8]1[CH:12]=[CH:11][CH:10]=[C:9]1[C:13]1[CH:21]=[CH:20][CH:19]=[C:18]2[C:14]=1[C:15](=[O:22])[N:16]([CH3:25])[CH2:17]2)=[O:7])([CH3:4])([CH3:2])[CH3:3]. The catalyst class is: 1. (6) Reactant: [Cl:1][C:2]1[C:3]([O:11][CH:12]2[CH2:15][N:14](C(C3C=CC=CC=3)C3C=CC=CC=3)[CH2:13]2)=[C:4]2[C:8](=[CH:9][CH:10]=1)[CH2:7][CH2:6][CH2:5]2.ClC(OC(Cl)C)=O.C(OCC)C. Product: [ClH:1].[Cl:1][C:2]1[C:3]([O:11][CH:12]2[CH2:13][NH:14][CH2:15]2)=[C:4]2[C:8](=[CH:9][CH:10]=1)[CH2:7][CH2:6][CH2:5]2. The catalyst class is: 26. (7) Reactant: O.C(=O)([O-])[O-].[Na+].[Na+].[NH:8]1[CH2:13][CH2:12][O:11][CH2:10][CH2:9]1.[OH:14][C:15]1[CH:20]=[CH:19][C:18]([C:21]2[C:25]([C:26]3[CH:31]=[CH:30][CH:29]=[CH:28][CH:27]=3)=[C:24]([C:32]3([C:35](Cl)=[O:36])[CH2:34][CH2:33]3)[O:23][N:22]=2)=[CH:17][CH:16]=1. Product: [OH:14][C:15]1[CH:16]=[CH:17][C:18]([C:21]2[C:25]([C:26]3[CH:31]=[CH:30][CH:29]=[CH:28][CH:27]=3)=[C:24]([C:32]3([C:35]([N:8]4[CH2:13][CH2:12][O:11][CH2:10][CH2:9]4)=[O:36])[CH2:33][CH2:34]3)[O:23][N:22]=2)=[CH:19][CH:20]=1. The catalyst class is: 866.